This data is from Full USPTO retrosynthesis dataset with 1.9M reactions from patents (1976-2016). The task is: Predict the reactants needed to synthesize the given product. (1) Given the product [CH:22]1([NH:25][C:26]([NH:28][C:29]2[CH:34]=[CH:33][C:32]([C:2]3[N:3]=[C:4]([N:15]4[CH2:20][CH2:19][O:18][CH2:17][C@@H:16]4[CH3:21])[C:5]4[CH:10]([CH3:11])[S:9](=[O:13])(=[O:12])[CH:8]([CH3:14])[C:6]=4[N:7]=3)=[CH:31][CH:30]=2)=[O:27])[CH2:24][CH2:23]1, predict the reactants needed to synthesize it. The reactants are: Cl[C:2]1[N:3]=[C:4]([N:15]2[CH2:20][CH2:19][O:18][CH2:17][C@@H:16]2[CH3:21])[C:5]2[CH:10]([CH3:11])[S:9](=[O:13])(=[O:12])[CH:8]([CH3:14])[C:6]=2[N:7]=1.[CH:22]1([NH:25][C:26]([NH:28][C:29]2[CH:34]=[CH:33][C:32](B3OC(C)(C)C(C)(C)O3)=[CH:31][CH:30]=2)=[O:27])[CH2:24][CH2:23]1. (2) Given the product [CH2:8]([O:10][C:11](=[O:48])[C:12]([O:40][C:41]1[CH:46]=[CH:45][CH:44]=[CH:43][C:42]=1[F:47])([CH3:39])[CH2:13][C:14]1[CH:19]=[CH:18][C:17]([O:20][CH2:21][CH2:22][CH:23]2[CH2:27][NH:26][C:25](=[O:37])[N:24]2[CH3:38])=[CH:16][CH:15]=1)[CH3:9], predict the reactants needed to synthesize it. The reactants are: C([SiH](CC)CC)C.[CH2:8]([O:10][C:11](=[O:48])[C:12]([O:40][C:41]1[CH:46]=[CH:45][CH:44]=[CH:43][C:42]=1[F:47])([CH3:39])[CH2:13][C:14]1[CH:19]=[CH:18][C:17]([O:20][CH2:21][CH2:22][CH:23]2[CH2:27][N:26](CC3C=CC(OC)=CC=3)[C:25](=[O:37])[N:24]2[CH3:38])=[CH:16][CH:15]=1)[CH3:9]. (3) Given the product [Br:41][CH2:40][C:39]([C:36]1[CH:37]=[CH:38][C:33]([NH:32][C:28]([CH:9]2[CH:8]([C:4]3[CH:5]=[CH:6][CH:7]=[C:2]([Cl:1])[C:3]=3[F:31])[C:12]([C:15]3[CH:20]=[CH:19][C:18]([Cl:21])=[CH:17][C:16]=3[F:22])([C:13]#[N:14])[CH:11]([CH2:23][C:24]([CH3:27])([CH3:25])[CH3:26])[NH:10]2)=[O:29])=[CH:34][CH:35]=1)=[O:42], predict the reactants needed to synthesize it. The reactants are: [Cl:1][C:2]1[C:3]([F:31])=[C:4]([CH:8]2[C:12]([C:15]3[CH:20]=[CH:19][C:18]([Cl:21])=[CH:17][C:16]=3[F:22])([C:13]#[N:14])[CH:11]([CH2:23][C:24]([CH3:27])([CH3:26])[CH3:25])[NH:10][CH:9]2[C:28](O)=[O:29])[CH:5]=[CH:6][CH:7]=1.[NH2:32][C:33]1[CH:38]=[CH:37][C:36]([C:39](=[O:42])[CH2:40][Br:41])=[CH:35][CH:34]=1.CN(C(ON1N=NC2C=CC=NC1=2)=[N+](C)C)C.F[P-](F)(F)(F)(F)F.CCN(C(C)C)C(C)C. (4) The reactants are: [C:1]1([C@H:7]([O:9][C:10](=[O:26])[NH:11][C:12]2[C:13]([CH3:25])=[N:14][O:15][C:16]=2[C:17]2[CH:22]=[CH:21][C:20]([CH2:23][OH:24])=[CH:19][CH:18]=2)[CH3:8])[CH:6]=[CH:5][CH:4]=[CH:3][CH:2]=1.CC(C1C=CC=CC1=[N+]=[N-])(C)C([O-])=O.Cl.C[O:43][C:44](=[O:54])[C@H:45]([CH2:47][C:48]1[CH:53]=[CH:52][CH:51]=[CH:50][CH:49]=1)N. Given the product [CH3:25][C:13]1[C:12]([NH:11][C:10]([O:9][C@@H:7]([C:1]2[CH:2]=[CH:3][CH:4]=[CH:5][CH:6]=2)[CH3:8])=[O:26])=[C:16]([C:17]2[CH:18]=[CH:19][C:20]([CH2:23][O:24][CH:45]([CH2:47][C:48]3[CH:53]=[CH:52][CH:51]=[CH:50][CH:49]=3)[C:44]([OH:54])=[O:43])=[CH:21][CH:22]=2)[O:15][N:14]=1, predict the reactants needed to synthesize it. (5) Given the product [F:17][C:2]([F:1])([F:16])[C:3]1[CH:4]=[C:5]([CH:13]=[CH:14][CH:15]=1)[O:6][CH:7]1[CH2:8][CH2:9][N:10]([C:19]2[S:20][C:21]([C:24]([O:26][CH3:27])=[O:25])=[CH:22][N:23]=2)[CH2:11][CH2:12]1, predict the reactants needed to synthesize it. The reactants are: [F:1][C:2]([F:17])([F:16])[C:3]1[CH:4]=[C:5]([CH:13]=[CH:14][CH:15]=1)[O:6][CH:7]1[CH2:12][CH2:11][NH:10][CH2:9][CH2:8]1.Br[C:19]1[S:20][C:21]([C:24]([O:26][CH3:27])=[O:25])=[CH:22][N:23]=1. (6) Given the product [NH2:9][C@@H:10]1[CH2:15][CH2:14][C@@H:13]([CH2:16][C:17]([O:19][CH3:20])=[O:18])[CH2:12][C@H:11]1[C:27]1[CH:32]=[CH:31][C:30]([Cl:33])=[CH:29][CH:28]=1, predict the reactants needed to synthesize it. The reactants are: Cl.C(OC([NH:9][C@@H:10]1[CH2:15][CH2:14][C@@H:13]([CH:16](C(OCC)=O)[C:17]([O:19][CH2:20]C)=[O:18])[CH2:12][C@H:11]1[C:27]1[CH:32]=[CH:31][C:30]([Cl:33])=[CH:29][CH:28]=1)=O)(C)(C)C. (7) The reactants are: [N:1]1([C:7]([C:9]2[CH:14]=[CH:13][C:12]([C:15]3[CH:16]=[CH:17][C:18]4[N:19]([C:21]([C:24]#[C:25][C:26]5[S:30][C:29]([NH:31]C(=O)OC(C)(C)C)=[N:28][CH:27]=5)=[CH:22][N:23]=4)[N:20]=3)=[CH:11][CH:10]=2)=[O:8])[CH2:6][CH2:5][O:4][CH2:3][CH2:2]1. Given the product [NH2:31][C:29]1[S:30][C:26]([C:25]#[C:24][C:21]2[N:19]3[N:20]=[C:15]([C:12]4[CH:11]=[CH:10][C:9]([C:7]([N:1]5[CH2:2][CH2:3][O:4][CH2:5][CH2:6]5)=[O:8])=[CH:14][CH:13]=4)[CH:16]=[CH:17][C:18]3=[N:23][CH:22]=2)=[CH:27][N:28]=1, predict the reactants needed to synthesize it. (8) Given the product [NH:15]1[C:23]2[C:18](=[CH:19][C:20]([NH:24][C:9]([NH:8][CH2:7][C:6]3[CH:11]=[CH:12][C:3]([C:2]([F:13])([F:14])[F:1])=[CH:4][CH:5]=3)=[O:10])=[CH:21][CH:22]=2)[CH:17]=[N:16]1, predict the reactants needed to synthesize it. The reactants are: [F:1][C:2]([F:14])([F:13])[C:3]1[CH:12]=[CH:11][C:6]([CH2:7][N:8]=[C:9]=[O:10])=[CH:5][CH:4]=1.[NH:15]1[C:23]2[C:18](=[CH:19][C:20]([NH2:24])=[CH:21][CH:22]=2)[CH:17]=[N:16]1.